Dataset: Forward reaction prediction with 1.9M reactions from USPTO patents (1976-2016). Task: Predict the product of the given reaction. (1) The product is: [C:23]([O:26][C@H:27]([CH3:33])[CH2:28][CH2:29][CH2:30][CH2:31][N:14]1[C:15](=[O:17])[C:16]2[N:8]([CH2:1][C:2]3[CH:7]=[CH:6][CH:5]=[CH:4][CH:3]=3)[C:9]([Br:20])=[N:10][C:11]=2[N:12]([CH3:19])[C:13]1=[O:18])(=[O:25])[CH3:24]. Given the reactants [CH2:1]([N:8]1[C:16]2[C:15](=[O:17])[NH:14][C:13](=[O:18])[N:12]([CH3:19])[C:11]=2[N:10]=[C:9]1[Br:20])[C:2]1[CH:7]=[CH:6][CH:5]=[CH:4][CH:3]=1.[H-].[Na+].[C:23]([O:26][C@H:27]([CH3:33])[CH2:28][CH2:29][CH2:30][CH2:31]Cl)(=[O:25])[CH3:24], predict the reaction product. (2) Given the reactants O[C:2]1[CH:3]=[N:4][CH:5]=[C:6](B2OC(C)(C)C(C)(C)O2)[CH:7]=1.Br[C:18]1[CH:19]=[C:20]([CH:22]=[CH:23][CH:24]=1)[NH2:21].[O-:25]P([O-])([O-])=O.[K+].[K+].[K+].C1(P(C2CCCCC2)C2CCCCC2)CCCCC1, predict the reaction product. The product is: [OH:25][C:5]1[N:4]=[CH:3][C:2]([C:18]2[CH:19]=[C:20]([NH2:21])[CH:22]=[CH:23][CH:24]=2)=[CH:7][CH:6]=1. (3) Given the reactants [Br:1][C:2]1[CH:20]=[CH:19][C:5]([NH:6][CH2:7][C:8]2[CH:18]=[CH:17][C:11]3[N:12]=[C:13]([S:15][CH3:16])[S:14][C:10]=3[CH:9]=2)=[C:4]([N+:21]([O-])=O)[CH:3]=1.BrC1C(OC)=CC(NCC2C=CC3N=C(SC)SC=3C=2)=C([N+]([O-])=O)C=1, predict the reaction product. The product is: [Br:1][C:2]1[CH:3]=[C:4]([NH2:21])[C:5]([NH:6][CH2:7][C:8]2[CH:18]=[CH:17][C:11]3[N:12]=[C:13]([S:15][CH3:16])[S:14][C:10]=3[CH:9]=2)=[CH:19][CH:20]=1. (4) Given the reactants C[O:2][C:3]1[C:8]([NH:9][C:10]([NH:12][C:13]2[CH:18]=[CH:17][CH:16]=[C:15]([C:19]([F:22])([F:21])[F:20])[CH:14]=2)=[O:11])=[CH:7][CH:6]=[C:5]([O:23][CH3:24])[N:4]=1.B(Br)(Br)Br, predict the reaction product. The product is: [OH:2][C:3]1[C:8]([NH:9][C:10]([NH:12][C:13]2[CH:18]=[CH:17][CH:16]=[C:15]([C:19]([F:20])([F:22])[F:21])[CH:14]=2)=[O:11])=[CH:7][CH:6]=[C:5]([O:23][CH3:24])[N:4]=1.